Binary Classification. Given a miRNA mature sequence and a target amino acid sequence, predict their likelihood of interaction. From a dataset of Experimentally validated miRNA-target interactions with 360,000+ pairs, plus equal number of negative samples. (1) The miRNA is hsa-let-7e-5p with sequence UGAGGUAGGAGGUUGUAUAGUU. The protein sequence of the target gene is MKAEATVIPSRCARGLPSWQVLSPVQPWQTSAPQNTTQPKLLAPHQHEKSQKKSSLLKELGAFHITIALLHLVFGGYLASIVKNLHLVVLKSWYPFWGAASFLISGILAITMKTFSKTYLKMLCLMTNLISLFCVLSGLFVISKDLFLESPFESPIWRMYPNSTVHIQRLELALLCFTVLELFLPVPTAVTAWRGDCPSAKNDDACLVPNTPLHLKGLPVEPPPSYQSVIQGDAQHKQHQRLREVKQVAPDTWIVTDGAAIWTQTAN. Result: 1 (interaction). (2) The miRNA is mmu-miR-7680-3p with sequence ACUGCUUGUUCACUGGAAUAGG. The protein sequence of the target gene is MALVLGSLLLLGLCGNSFSGGQPSSTDAPKAWNYELPATNYETQDSHKAGPIGILFELVHIFLYVVQPRDFPEDTLRKFLQKAYESKIDYDKPETVILGLKIVYYEAGIILCCVLGLLFIILMPLVGYFFCMCRCCNKCGGEMHQRQKENGPFLRKCFAISLLVICIIISIGIFYGFVANHQVRTRIKRSRKLADSNFKDLRTLLNETPEQIKYILAQYNTTKDKAFTDLNSINSVLGGGILDRLRPNIIPVLDEIKSMATAIKETKEALENMNSTLKSLHQQSTQLSSSLTSVKTSLRS.... Result: 0 (no interaction). (3) The miRNA is hsa-miR-125b-2-3p with sequence UCACAAGUCAGGCUCUUGGGAC. The protein sequence of the target gene is MSGDSSGRGPEGRGRGRDPHRDRTRSRSRSRSPLSPRSRRGSARERREAPERPSLEDTEPSDSGDEMMDPASLEAEADQGLCRQIRHQYRALINSVQQNREDILNAGDKLTEVLEEANTLFNEVSRAREAVLDAHFLVLASDLGKEKAKQLRSDLSSFDMLRYVETLLTHMGVNPLEAEELIRDEDSPDFEFIVYDSWKITGRTAENTFNKTHTFHFLLGSIYGECPVPKPRVDRPRKVPVIQEERAMPAQLRRMEESHQEATEKEVERILGLLQTYFREDPDTPMSFFDFVVDPHSFPR.... Result: 0 (no interaction). (4) The miRNA is hsa-miR-5582-5p with sequence UAGGCACACUUAAAGUUAUAGC. The protein sequence of the target gene is MSRRALRRLRGEQRGQEPLGPGALHFDLRDDDDAEEEGPKRELGVRRPGGAGKEGVRVNNRFELINIDDLEDDPVVNGERSGCALTDAVAPGNKGRGQRGNTESKTDGDDTETVPSEQSHASGKLRKKKKKQKNKKSSTGEASENGLEDIDRILERIEDSTGLNRPGPAPLSSRKHVLYVEHRHLNPDTELKRYFGARAILGEQRPRQRQRVYPKCTWLTTPKSTWPRYSKPGLSMRLLESKKGLSFFAFEHSEEYQQAQHKFLVAVESMEPNNIVVLLQTSPYHVDSLLQLSDACRFQE.... Result: 0 (no interaction). (5) The miRNA is hsa-miR-181c-3p with sequence AACCAUCGACCGUUGAGUGGAC. The protein sequence of the target gene is MGAVLRSLLACSFCVLLRAAPLLLYANRRDLRLVDATNGKENATIVVGGLEDAAAVDFVFGHGLIYWSDVSEEAIKRTEFNKSESVQNVVVSGLLSPDGLACDWLGEKLYWTDSETNRIEVSNLDGSLRKVLFWQELDQPRAIALDPSSGFMYWTDWGEVPKIERAGMDGSSRFVIINTEIYWPNGLTLDYQERKLYWADAKLNFIHKSNLDGTNRQAVVKGSLPHPFALTLFEDTLYWTDWNTHSILACNKYTGEGLREIHSNIFSPMDIHAFSQQRQPNATNPCGIDNGGCSHLCLMS.... Result: 0 (no interaction). (6) The miRNA is hsa-miR-200c-3p with sequence UAAUACUGCCGGGUAAUGAUGGA. The protein sequence of the target gene is MDPRCTMGLAILIFVTVLLISDAVSVETQAYFNGTAYLPCPFTKAQNISLSELVVFWQDQQKLVLYEHYLGTEKLDSVNAKYLGRTSFDRNNWTLRLHNVQIKDMGSYDCFIQKKPPTGSIILQQTLTELSVIANFSEPEIKLAQNVTGNSGINLTCTSKQGHPKPKKMYFLITNSTNEYGDNMQISQDNVTELFSISNSLSLSFPDGVWHMTVVCVLETESMKISSKPLNFTQEFPSPQTYWKEITASVTVALLLVMLLIIVCHKKPNQPSRPSNTASKLERDSNADRETINLKELEPQ.... Result: 0 (no interaction). (7) The miRNA is mmu-miR-759 with sequence GCAGAGUGCAAACAAUUUUGAC. The protein sequence of the target gene is MGRKKIQITRIMDERNRQVTFTKRKFGLMKKAYELSVLCDCEIALIIFNSTNKLFQYASTDMDKVLLKYTEYNEPHESRTNSDIVETLRKKGLNGCDSPDPDADDSVGHSPESEDKYRKINEDIDLMISRQRLCAVPPPNFEMPVSIPVSSHNSLVYSNPVSSLGNPNLLPLAHPSLQRNSMSPGVTHRPPSAGNTGGLMGGDLTSGAGTSAGNGYGNPRNSPGLLVSPGNLNKNMQAKSPPPMNLGMNNRKPDLRVLIPPGSKNTMPSVSEDVDLLLNQRINNSQSAQSLATPVVSVAT.... Result: 0 (no interaction). (8) The miRNA is hsa-miR-218-5p with sequence UUGUGCUUGAUCUAACCAUGU. The protein sequence of the target gene is MGETMSKRLKLHLGGEAEMEERAFVNPFPDYEAAAGALLASGAAEETGCVRPPATTDEPGLPFHQDGKIIHNFIRRIQTKIKDLLQQMEEGLKTADPHDCSAYTGWTGIALLYLQLYRVTCDQTYLLRSLDYVKRTLRNLNGRRVTFLCGDAGPLAVGAVIYHKLRSDCESQECVTKLLQLQRSVVCQESDLPDELLYGRAGYLYALLYLNTEIGPGTVCESAIKEVVNAIIESGKTLSREERKTERCPLLYQWHRKQYVGAAHGMAGIYYMLMQPAAKVDQETLTEMVKPSIDYVRHKK.... Result: 1 (interaction). (9) The miRNA is hsa-miR-26b-5p with sequence UUCAAGUAAUUCAGGAUAGGU. The protein sequence of the target gene is MEPLQQQQQQQQQQQKQPHLAPLQMDAREKQGQQMREAQFLYAQKLVTQPTLLSATAGRPSGSTPLGPLARVPPTAAVAQVFERGNMNSEPEEEDGGLEDEDGDDEVAEVAEKETQAASKYFHVQKVARQDPRVAPMSNLLPAPGLPPHGQQAKEDHTKDASKASPSVSTAGQPNWNLDEQLKQNGGLAWSDDADGGRGREISRDFAKLYELDGDPERKEFLDDLFVFMQKRGTPINRIPIMAKQILDLYMLYKLVTEKGGLVEIINKKIWREITKGLNLPTSITSAAFTLRTQYMKYLY.... Result: 1 (interaction).